From a dataset of Peptide-MHC class I binding affinity with 185,985 pairs from IEDB/IMGT. Regression. Given a peptide amino acid sequence and an MHC pseudo amino acid sequence, predict their binding affinity value. This is MHC class I binding data. (1) The peptide sequence is DFVGKTVWF. The MHC is HLA-A24:02 with pseudo-sequence HLA-A24:02. The binding affinity (normalized) is 0.279. (2) The peptide sequence is ALFHKVQSY. The MHC is HLA-B15:01 with pseudo-sequence HLA-B15:01. The binding affinity (normalized) is 0.719. (3) The peptide sequence is SMFTLRHII. The MHC is HLA-B08:01 with pseudo-sequence HLA-B08:01. The binding affinity (normalized) is 0.945. (4) The peptide sequence is FDHTLMSIVS. The MHC is H-2-Db with pseudo-sequence H-2-Db. The binding affinity (normalized) is 0.